This data is from CYP2C19 inhibition data for predicting drug metabolism from PubChem BioAssay. The task is: Regression/Classification. Given a drug SMILES string, predict its absorption, distribution, metabolism, or excretion properties. Task type varies by dataset: regression for continuous measurements (e.g., permeability, clearance, half-life) or binary classification for categorical outcomes (e.g., BBB penetration, CYP inhibition). Dataset: cyp2c19_veith. (1) The result is 0 (non-inhibitor). The drug is CCCCCCCCCCCC(=O)O[C@H](CC(=O)O)C[N+](C)(C)C. (2) The compound is N#Cc1cccc(-c2nccc(NCc3ccccc3)n2)c1. The result is 1 (inhibitor). (3) The drug is Cc1ccc(N(CCC#N)C(=O)CSc2ccc3c(c2)OCCO3)cc1. The result is 1 (inhibitor).